Task: Predict the product of the given reaction.. Dataset: Forward reaction prediction with 1.9M reactions from USPTO patents (1976-2016) (1) Given the reactants [NH2:1][C@:2]12[CH2:37][CH2:36][C@@H:35]([C:38]([CH3:40])=[CH2:39])[C@@H:3]1[C@@H:4]1[C@@:17]([CH3:20])([CH2:18][CH2:19]2)[C@@:16]2([CH3:21])[C@@H:7]([C@:8]3([CH3:34])[C@@H:13]([CH2:14][CH2:15]2)[C:12]([CH3:23])([CH3:22])[C:11]([C:24]2[CH:33]=[CH:32][C:27]([C:28]([O:30][CH3:31])=[O:29])=[CH:26][CH:25]=2)=[CH:10][CH2:9]3)[CH2:6][CH2:5]1.Cl[CH2:42][CH2:43][N:44]1[CH2:49][CH2:48][S:47](=[O:51])(=[O:50])[CH2:46][CH2:45]1.P([O-])([O-])([O-])=O.[K+].[K+].[K+], predict the reaction product. The product is: [O:50]=[S:47]1(=[O:51])[CH2:48][CH2:49][N:44]([CH2:43][CH2:42][NH:1][C@:2]23[CH2:37][CH2:36][C@@H:35]([C:38]([CH3:40])=[CH2:39])[C@@H:3]2[C@@H:4]2[C@@:17]([CH3:20])([CH2:18][CH2:19]3)[C@@:16]3([CH3:21])[C@@H:7]([C@:8]4([CH3:34])[C@@H:13]([CH2:14][CH2:15]3)[C:12]([CH3:22])([CH3:23])[C:11]([C:24]3[CH:25]=[CH:26][C:27]([C:28]([O:30][CH3:31])=[O:29])=[CH:32][CH:33]=3)=[CH:10][CH2:9]4)[CH2:6][CH2:5]2)[CH2:45][CH2:46]1. (2) Given the reactants [CH2:1]([NH:4][C:5]1[C:6]2[S:14][CH:13]=[C:12]([CH2:15][CH2:16][CH3:17])[C:7]=2[N:8]=[C:9](Cl)[N:10]=1)[CH:2]=[CH2:3].[CH2:18]([NH2:21])[CH:19]=[CH2:20].C(=O)([O-])O.[Na+], predict the reaction product. The product is: [CH2:18]([NH:21][C:9]1[N:10]=[C:5]([NH:4][CH2:1][CH:2]=[CH2:3])[C:6]2[S:14][CH:13]=[C:12]([CH2:15][CH2:16][CH3:17])[C:7]=2[N:8]=1)[CH:19]=[CH2:20].